From a dataset of Catalyst prediction with 721,799 reactions and 888 catalyst types from USPTO. Predict which catalyst facilitates the given reaction. Reactant: [F:1][C:2]1[C:3]([O:47]C)=[CH:4][C:5]([CH2:42][C:43]([F:46])([F:45])[F:44])=[C:6]([C:8]2[N:13]=[C:12]3[NH:14][N:15]=[C:16]([C:17]4[NH:18][C:19]5[CH2:24][CH2:23][NH:22][CH2:21][C:20]=5[N:25]=4)[C:11]3=[C:10]([NH:26][CH2:27][C:28]3[CH:33]=[C:32]([O:34]C)[CH:31]=[CH:30][C:29]=3[N:36]([CH3:41])[S:37]([CH3:40])(=[O:39])=[O:38])[N:9]=2)[CH:7]=1.B(Br)(Br)Br.[CH3:53][NH:54][CH3:55].Br[CH2:57][CH2:58][N:59]=[C:60]=[O:61]. Product: [CH3:53][N:54]([CH3:55])[CH2:57][CH2:58][NH:59][C:60]([N:22]1[CH2:23][CH2:24][C:19]2[NH:18][C:17]([C:16]3[C:11]4[C:12](=[N:13][C:8]([C:6]5[CH:7]=[C:2]([F:1])[C:3]([OH:47])=[CH:4][C:5]=5[CH2:42][C:43]([F:44])([F:46])[F:45])=[N:9][C:10]=4[NH:26][CH2:27][C:28]4[CH:33]=[C:32]([OH:34])[CH:31]=[CH:30][C:29]=4[N:36]([CH3:41])[S:37]([CH3:40])(=[O:38])=[O:39])[NH:14][N:15]=3)=[N:25][C:20]=2[CH2:21]1)=[O:61]. The catalyst class is: 168.